The task is: Predict which catalyst facilitates the given reaction.. This data is from Catalyst prediction with 721,799 reactions and 888 catalyst types from USPTO. Reactant: C(N(CC)CC)C.Cl.[CH2:9]([O:16][NH2:17])[C:10]1[CH:15]=[CH:14][CH:13]=[CH:12][CH:11]=1.[Br:18][CH2:19][CH2:20][CH2:21][CH2:22][CH2:23][CH2:24][C:25](O)=[O:26].O=C1N(P(Cl)(N2CCOC2=O)=O)CCO1. Product: [CH2:9]([O:16][NH:17][C:25](=[O:26])[CH2:24][CH2:23][CH2:22][CH2:21][CH2:20][CH2:19][Br:18])[C:10]1[CH:15]=[CH:14][CH:13]=[CH:12][CH:11]=1. The catalyst class is: 4.